Task: Predict the reaction yield, written as a fraction of the theoretical maximum amount of product (1.0 means a 100% yield; for example, 0.34 means a 34% yield).. Dataset: Reaction yield outcomes from USPTO patents with 853,638 reactions (1) The reactants are C(O[C:9]([N:11]([CH2:13][C:14]1[C:22]2[C:17](=[CH:18][CH:19]=[CH:20][CH:21]=2)[N:16]([CH2:23][CH3:24])[CH:15]=1)C)=O)C1C=CC=CC=1.C(OC(N(CC1C2C(=CC=CC=2)N(CC2C=CC=CC=2)C=1)C)=O)C1C=CC=CC=1. No catalyst specified. The product is [CH2:23]([N:16]1[C:17]2[C:22](=[CH:21][CH:20]=[CH:19][CH:18]=2)[C:14]([CH2:13][NH:11][CH3:9])=[CH:15]1)[CH3:24]. The yield is 0.940. (2) The reactants are [OH-].[Na+].[Cl:3][C:4]1[C:9]([C:10]([O:12]CC)=[O:11])=[CH:8][CH:7]=[C:6]([C:15]2[CH:16]=[N:17][C:18]([O:21][CH:22]([CH3:24])[CH3:23])=[CH:19][CH:20]=2)[N:5]=1. The catalyst is O.C(O)(C)C.C(OCC)(=O)C. The product is [Cl:3][C:4]1[C:9]([C:10]([OH:12])=[O:11])=[CH:8][CH:7]=[C:6]([C:15]2[CH:16]=[N:17][C:18]([O:21][CH:22]([CH3:24])[CH3:23])=[CH:19][CH:20]=2)[N:5]=1. The yield is 0.994. (3) The reactants are [CH:1]1([N:4]2[C:13]3[C:8](=[CH:9][C:10]([O:24][CH2:25][C:26]4[CH:31]=[CH:30][C:29]([O:32][CH3:33])=[CH:28][CH:27]=4)=[C:11]([O:14][CH2:15][C:16]4[CH:21]=[CH:20][C:19]([O:22][CH3:23])=[CH:18][CH:17]=4)[CH:12]=3)[C:7](=[O:34])[C:6]([C:35]([O:37]CC3C=CC(OC)=CC=3)=[O:36])=[CH:5]2)[CH2:3][CH2:2]1.[OH-].[K+]. The catalyst is CO.O. The product is [CH:1]1([N:4]2[C:13]3[C:8](=[CH:9][C:10]([O:24][CH2:25][C:26]4[CH:27]=[CH:28][C:29]([O:32][CH3:33])=[CH:30][CH:31]=4)=[C:11]([O:14][CH2:15][C:16]4[CH:17]=[CH:18][C:19]([O:22][CH3:23])=[CH:20][CH:21]=4)[CH:12]=3)[C:7](=[O:34])[C:6]([C:35]([OH:37])=[O:36])=[CH:5]2)[CH2:2][CH2:3]1. The yield is 0.970.